Predict the product of the given reaction. From a dataset of Forward reaction prediction with 1.9M reactions from USPTO patents (1976-2016). (1) Given the reactants [Cl:1][C:2]([Cl:7])([Cl:6])[C:3](Cl)=[O:4].O[N:9]=[C:10]([C:12]1[CH:21]=[CH:20][C:19]2[C:14](=[CH:15][CH:16]=[CH:17][CH:18]=2)[N:13]=1)[NH2:11].ClC(Cl)(Cl)C(O)=O, predict the reaction product. The product is: [Cl:1][C:2]([Cl:7])([Cl:6])[C:3]1[O:4][N:11]=[C:10]([C:12]2[CH:21]=[CH:20][C:19]3[C:14](=[CH:15][CH:16]=[CH:17][CH:18]=3)[N:13]=2)[N:9]=1. (2) Given the reactants C([O:3][C:4](=[O:25])[CH2:5][CH:6]1[O:10][B:9]([OH:11])[C:8]2[CH:12]=[C:13]([O:17][C:18]3[CH:23]=[C:22]([NH2:24])[CH:21]=[CH:20][N:19]=3)[CH:14]=[C:15]([CH3:16])[C:7]1=2)C.CO.O.[OH-].[Li+].Cl, predict the reaction product. The product is: [NH2:24][C:22]1[CH:21]=[CH:20][N:19]=[C:18]([O:17][C:13]2[CH:14]=[C:15]([CH3:16])[C:7]3[CH:6]([CH2:5][C:4]([OH:25])=[O:3])[O:10][B:9]([OH:11])[C:8]=3[CH:12]=2)[CH:23]=1. (3) Given the reactants [Br:1][C:2]1[CH:7]=[CH:6][C:5]([C:8]2[C:12]3[CH:13]=[CH:14][C:15](OS(C(F)(F)F)(=O)=O)=[CH:16][C:11]=3[S:10][N:9]=2)=[CH:4][CH:3]=1.[CH3:25][C:26]([OH:30])([C:28]#[CH:29])[CH3:27], predict the reaction product. The product is: [Br:1][C:2]1[CH:7]=[CH:6][C:5]([C:8]2[C:12]3[CH:13]=[CH:14][C:15]([C:29]#[C:28][C:26]([CH3:27])([OH:30])[CH3:25])=[CH:16][C:11]=3[S:10][N:9]=2)=[CH:4][CH:3]=1.